Dataset: Forward reaction prediction with 1.9M reactions from USPTO patents (1976-2016). Task: Predict the product of the given reaction. The product is: [F:1][C:2]1[CH:22]=[CH:21][C:5]([CH2:6][CH:7]2[CH2:16][C:15]3[C:10](=[CH:11][CH:12]=[CH:13][CH:14]=3)[CH2:9][N:8]2[CH2:17][CH2:18][CH2:19][NH:20][C:32]([NH:31][C:27]2[CH:28]=[CH:29][CH:30]=[C:25]([O:24][CH3:23])[CH:26]=2)=[O:33])=[CH:4][CH:3]=1. Given the reactants [F:1][C:2]1[CH:22]=[CH:21][C:5]([CH2:6][CH:7]2[CH2:16][C:15]3[C:10](=[CH:11][CH:12]=[CH:13][CH:14]=3)[CH2:9][N:8]2[CH2:17][CH2:18][CH2:19][NH2:20])=[CH:4][CH:3]=1.[CH3:23][O:24][C:25]1[CH:26]=[C:27]([N:31]=[C:32]=[O:33])[CH:28]=[CH:29][CH:30]=1, predict the reaction product.